Dataset: Catalyst prediction with 721,799 reactions and 888 catalyst types from USPTO. Task: Predict which catalyst facilitates the given reaction. (1) Reactant: FC(F)(F)C(O)=O.[CH3:8][O:9][C:10](=[O:53])[CH2:11][C:12]1[CH:13]=[C:14]([C:19]2[CH:24]=[CH:23][C:22]([C:25]([C:30]3[CH:35]=[CH:34][C:33]([CH2:36][CH2:37][CH:38]([O:43][Si](C(C)(C)C)(C)C)[C:39]([CH3:42])([CH3:41])[CH3:40])=[C:32]([CH3:51])[CH:31]=3)([CH2:28][CH3:29])[CH2:26][CH3:27])=[CH:21][C:20]=2[CH3:52])[CH:15]=[C:16]([OH:18])[CH:17]=1. Product: [CH3:8][O:9][C:10](=[O:53])[CH2:11][C:12]1[CH:13]=[C:14]([C:19]2[CH:24]=[CH:23][C:22]([C:25]([CH2:28][CH3:29])([C:30]3[CH:35]=[CH:34][C:33]([CH2:36][CH2:37][CH:38]([OH:43])[C:39]([CH3:41])([CH3:42])[CH3:40])=[C:32]([CH3:51])[CH:31]=3)[CH2:26][CH3:27])=[CH:21][C:20]=2[CH3:52])[CH:15]=[C:16]([OH:18])[CH:17]=1. The catalyst class is: 4. (2) Reactant: C(OC(=O)[NH:7][C@H:8]([C:10]1[CH:15]=[CH:14][C:13]([C@@H:16]([OH:23])[CH2:17][NH:18][C:19]([CH3:22])([CH3:21])[CH3:20])=[CH:12][CH:11]=1)[CH3:9])(C)(C)C.FC(F)(F)C(O)=O. Product: [NH2:7][C@H:8]([C:10]1[CH:15]=[CH:14][C:13]([C@@H:16]([OH:23])[CH2:17][NH:18][C:19]([CH3:22])([CH3:21])[CH3:20])=[CH:12][CH:11]=1)[CH3:9]. The catalyst class is: 22. (3) Reactant: [F:1][C:2]([F:43])([F:42])[C:3]1[CH:8]=[CH:7][N:6]=[C:5]([C@H:9]([NH:11][C:12]([C:14]2[C:22]3[C:17](=[N:18][CH:19]=[C:20]([C:23]4[C:31]5[C:26](=[CH:27][C:28]([F:32])=[CH:29][CH:30]=5)[N:25]([CH3:33])[N:24]=4)[N:21]=3)[N:16](COCC[Si](C)(C)C)[CH:15]=2)=[O:13])[CH3:10])[CH:4]=1.C(O)(C(F)(F)F)=O.C(N)CN. Product: [F:43][C:2]([F:1])([F:42])[C:3]1[CH:8]=[CH:7][N:6]=[C:5]([C@H:9]([NH:11][C:12]([C:14]2[C:22]3[C:17](=[N:18][CH:19]=[C:20]([C:23]4[C:31]5[C:26](=[CH:27][C:28]([F:32])=[CH:29][CH:30]=5)[N:25]([CH3:33])[N:24]=4)[N:21]=3)[NH:16][CH:15]=2)=[O:13])[CH3:10])[CH:4]=1. The catalyst class is: 2.